Task: Predict the reactants needed to synthesize the given product.. Dataset: Full USPTO retrosynthesis dataset with 1.9M reactions from patents (1976-2016) (1) Given the product [CH2:15]([N:17]1[C:5]([C:7]2[CH:12]=[CH:11][C:10]([F:13])=[CH:9][CH:8]=2)=[CH:4][CH:3]=[N:2]1)[CH3:16], predict the reactants needed to synthesize it. The reactants are: C[N:2](C)[CH:3]=[CH:4][C:5]([C:7]1[CH:12]=[CH:11][C:10]([F:13])=[CH:9][CH:8]=1)=O.[CH2:15]([NH:17]N)[CH3:16].FC(F)(F)C(O)=O.CCN(CC)CC. (2) Given the product [CH2:10]([N:12]([CH3:17])[S:13]([NH:4][C:3]1[CH:5]=[CH:6][C:7]([F:9])=[CH:8][C:2]=1[F:1])(=[O:15])=[O:14])[CH3:11], predict the reactants needed to synthesize it. The reactants are: [F:1][C:2]1[CH:8]=[C:7]([F:9])[CH:6]=[CH:5][C:3]=1[NH2:4].[CH2:10]([N:12]([CH3:17])[S:13](Cl)(=[O:15])=[O:14])[CH3:11].N1C=CC=CC=1.C(=O)([O-])[O-].[K+].[K+]. (3) The reactants are: [Si:1](Cl)([C:4]([CH3:7])([CH3:6])[CH3:5])([CH3:3])[CH3:2].[S:9]1[CH:13]=[CH:12][CH:11]=[C:10]1[CH2:14][CH2:15][OH:16].N1C=CN=C1.CN([CH:25]=[O:26])C. Given the product [Si:1]([O:16][CH2:15][CH2:14][C:10]1[S:9][C:13]([CH:25]=[O:26])=[CH:12][CH:11]=1)([C:4]([CH3:7])([CH3:6])[CH3:5])([CH3:3])[CH3:2], predict the reactants needed to synthesize it. (4) The reactants are: C[O:2][C:3](=[O:29])[CH:4]([C:15]1[CH:20]=[CH:19][C:18]([O:21][CH2:22][CH:23]=[CH2:24])=[C:17]([O:25][CH2:26][CH:27]=[CH2:28])[CH:16]=1)[NH:5][C:6]1[CH:11]=[CH:10][C:9]([C:12](=[NH:14])[NH2:13])=[CH:8][CH:7]=1.[OH-].[Na+].[ClH:32].C(OCC)C. Given the product [ClH:32].[CH2:26]([O:25][C:17]1[CH:16]=[C:15]([CH:4]([NH:5][C:6]2[CH:11]=[CH:10][C:9]([C:12](=[NH:13])[NH2:14])=[CH:8][CH:7]=2)[C:3]([OH:29])=[O:2])[CH:20]=[CH:19][C:18]=1[O:21][CH2:22][CH:23]=[CH2:24])[CH:27]=[CH2:28], predict the reactants needed to synthesize it.